From a dataset of Catalyst prediction with 721,799 reactions and 888 catalyst types from USPTO. Predict which catalyst facilitates the given reaction. (1) Reactant: [C:1]([O:5][C:6]([NH:8][C:9]1[CH:17]=[CH:16][C:12]([C:13]([OH:15])=O)=[CH:11][CH:10]=1)=[O:7])([CH3:4])([CH3:3])[CH3:2].C1N(P(Cl)(N2C(=O)OCC2)=O)C(=O)OC1.CN(C1C=CC=CN=1)C.[Br:42][C:43]1[CH:44]=[C:45]([CH:47]=[CH:48][CH:49]=1)[NH2:46]. Product: [Br:42][C:43]1[CH:44]=[C:45]([NH:46][C:13]([C:12]2[CH:11]=[CH:10][C:9]([NH:8][C:6](=[O:7])[O:5][C:1]([CH3:2])([CH3:3])[CH3:4])=[CH:17][CH:16]=2)=[O:15])[CH:47]=[CH:48][CH:49]=1. The catalyst class is: 59. (2) Reactant: C([O:5][C:6]([CH2:8][C:9]1[C:10]([CH2:27][CH3:28])=[N:11][N:12]([CH2:16][C:17]2[CH:25]=[CH:24][C:20]([C:21](O)=O)=[CH:19][C:18]=2[F:26])[C:13]=1[CH2:14][CH3:15])=[O:7])(C)(C)C.C(N(C(C)C)CC)(C)C.[NH2:38][C:39]1[C:44]([NH2:45])=[CH:43][CH:42]=[CH:41][N:40]=1.C(O)(=O)C. Product: [CH2:27]([C:10]1[C:9]([CH2:8][C:6]([OH:5])=[O:7])=[C:13]([CH2:14][CH3:15])[N:12]([CH2:16][C:17]2[CH:25]=[CH:24][C:20]([C:21]3[NH:38][C:39]4=[N:40][CH:41]=[CH:42][CH:43]=[C:44]4[N:45]=3)=[CH:19][C:18]=2[F:26])[N:11]=1)[CH3:28]. The catalyst class is: 9. (3) Reactant: [F:1][C:2]([F:13])([F:12])[O:3][C:4]1[CH:11]=[CH:10][C:7]([CH2:8][NH2:9])=[CH:6][CH:5]=1.[C:14](O)(=[O:16])[CH3:15].F[B-](F)(F)F.N1(OC(N(C)C)=[N+](C)C)C2C=CC=CC=2N=N1.C(N(CC)C(C)C)(C)C. The catalyst class is: 39. Product: [F:1][C:2]([F:12])([F:13])[O:3][C:4]1[CH:11]=[CH:10][C:7]([CH2:8][NH:9][C:14](=[O:16])[CH3:15])=[CH:6][CH:5]=1.